From a dataset of Forward reaction prediction with 1.9M reactions from USPTO patents (1976-2016). Predict the product of the given reaction. (1) Given the reactants [Na].CO.[C:4]([O:8][CH3:9])(=[O:7])[CH2:5][SH:6].Cl[C:11]1[C:16]([C:17](OCC)=[O:18])=[CH:15][CH:14]=[C:13]([CH:22]([CH3:24])[CH3:23])[N:12]=1, predict the reaction product. The product is: [CH3:9][O:8][C:4]([C:5]1[S:6][C:11]2=[N:12][C:13]([CH:22]([CH3:23])[CH3:24])=[CH:14][CH:15]=[C:16]2[C:17]=1[OH:18])=[O:7]. (2) Given the reactants [H-].[Na+].[F:3][C:4]1[C:5]([O:25][CH3:26])=[CH:6][C:7]([CH2:20][C:21]([F:24])([F:23])[F:22])=[C:8]([C:10]2[N:15]=[CH:14][C:13]3[C:16]([I:19])=[N:17][NH:18][C:12]=3[CH:11]=2)[CH:9]=1.[CH3:27][Si:28]([CH2:31][CH2:32][O:33][CH2:34]Cl)([CH3:30])[CH3:29], predict the reaction product. The product is: [F:3][C:4]1[C:5]([O:25][CH3:26])=[CH:6][C:7]([CH2:20][C:21]([F:22])([F:24])[F:23])=[C:8]([C:10]2[N:15]=[CH:14][C:13]3[C:16]([I:19])=[N:17][N:18]([CH2:34][O:33][CH2:32][CH2:31][Si:28]([CH3:30])([CH3:29])[CH3:27])[C:12]=3[CH:11]=2)[CH:9]=1.